Dataset: Catalyst prediction with 721,799 reactions and 888 catalyst types from USPTO. Task: Predict which catalyst facilitates the given reaction. (1) Reactant: [CH:1]1[C:10]2[C:5](=[CH:6][CH:7]=[CH:8][CH:9]=2)[CH:4]=[CH:3][C:2]=1[C:11]1[C:12]2[N:13]([CH:25]=[N:26][N:27]=2)[C:14](SC)=[N:15][C:16]=1[C:17]1[CH:22]=[CH:21][N:20]=[CH:19][CH:18]=1.[CH2:28]([C@H:35]1[CH2:40][NH:39][CH2:38][CH2:37][NH:36]1)[C:29]1[CH:34]=[CH:33][CH:32]=[CH:31][CH:30]=1. Product: [CH2:28]([C@@H:35]1[NH:36][CH2:37][CH2:38][N:39]([C:14]2[N:13]3[CH:25]=[N:26][N:27]=[C:12]3[C:11]([C:2]3[CH:3]=[CH:4][C:5]4[C:10](=[CH:9][CH:8]=[CH:7][CH:6]=4)[CH:1]=3)=[C:16]([C:17]3[CH:22]=[CH:21][N:20]=[CH:19][CH:18]=3)[N:15]=2)[CH2:40]1)[C:29]1[CH:30]=[CH:31][CH:32]=[CH:33][CH:34]=1. The catalyst class is: 3. (2) Reactant: C(N(CC)CC)C.[C:8]([C:12]1[CH:16]=[C:15]([NH:17][C:18](=[O:26])OC2C=CC=CC=2)[N:14]([C:27]2[CH:28]=[N:29][C:30]([O:33][CH3:34])=[CH:31][CH:32]=2)[N:13]=1)([CH3:11])([CH3:10])[CH3:9].[NH2:35][C:36]1[C:45]2[C:40](=[CH:41][CH:42]=[CH:43][CH:44]=2)[C:39]([O:46][C:47]2[CH:52]=[CH:51][N:50]=[C:49]([NH:53][C:54]3[CH:59]=[C:58]([O:60][CH2:61][CH2:62][O:63][CH2:64][CH2:65][O:66][CH2:67][CH2:68][O:69][CH3:70])[CH:57]=[C:56]([O:71][CH3:72])[CH:55]=3)[N:48]=2)=[CH:38][CH:37]=1. Product: [C:8]([C:12]1[CH:16]=[C:15]([NH:17][C:18]([NH:35][C:36]2[C:45]3[C:40](=[CH:41][CH:42]=[CH:43][CH:44]=3)[C:39]([O:46][C:47]3[CH:52]=[CH:51][N:50]=[C:49]([NH:53][C:54]4[CH:59]=[C:58]([O:60][CH2:61][CH2:62][O:63][CH2:64][CH2:65][O:66][CH2:67][CH2:68][O:69][CH3:70])[CH:57]=[C:56]([O:71][CH3:72])[CH:55]=4)[N:48]=3)=[CH:38][CH:37]=2)=[O:26])[N:14]([C:27]2[CH:28]=[N:29][C:30]([O:33][CH3:34])=[CH:31][CH:32]=2)[N:13]=1)([CH3:11])([CH3:9])[CH3:10]. The catalyst class is: 480. (3) Reactant: [F:1][C:2]1[CH:9]=[C:8]([OH:10])[CH:7]=[CH:6][C:3]=1[CH:4]=[O:5].[CH2:11](Br)[C:12]1[CH:17]=[CH:16][CH:15]=[CH:14][CH:13]=1.C([O-])([O-])=O.[K+].[K+].O. Product: [CH2:11]([O:10][C:8]1[CH:7]=[CH:6][C:3]([CH:4]=[O:5])=[C:2]([F:1])[CH:9]=1)[C:12]1[CH:17]=[CH:16][CH:15]=[CH:14][CH:13]=1. The catalyst class is: 3.